From a dataset of Peptide-MHC class II binding affinity with 134,281 pairs from IEDB. Regression. Given a peptide amino acid sequence and an MHC pseudo amino acid sequence, predict their binding affinity value. This is MHC class II binding data. (1) The peptide sequence is KEPLKECGGILQAYD. The MHC is HLA-DQA10401-DQB10402 with pseudo-sequence HLA-DQA10401-DQB10402. The binding affinity (normalized) is 0.322. (2) The peptide sequence is GEEEVQLIAAVPGKN. The MHC is HLA-DQA10102-DQB10501 with pseudo-sequence HLA-DQA10102-DQB10501. The binding affinity (normalized) is 0.703. (3) The binding affinity (normalized) is 0.431. The MHC is DRB1_0301 with pseudo-sequence DRB1_0301. The peptide sequence is VCGMFTNRSGSQQ.